From a dataset of Full USPTO retrosynthesis dataset with 1.9M reactions from patents (1976-2016). Predict the reactants needed to synthesize the given product. (1) The reactants are: [CH2:1]([O:8][CH2:9][C:10]1[CH:15]=[C:14](Cl)[N:13]=[C:12]([C:17]2[CH:22]=[CH:21][CH:20]=[CH:19][CH:18]=2)[N:11]=1)[C:2]1[CH:7]=[CH:6][CH:5]=[CH:4][CH:3]=1.C(O[Na])(C)=O. Given the product [C:17]1([C:12]2[N:11]=[C:10]([CH2:9][O:8][CH2:1][C:2]3[CH:3]=[CH:4][CH:5]=[CH:6][CH:7]=3)[CH:15]=[CH:14][N:13]=2)[CH:22]=[CH:21][CH:20]=[CH:19][CH:18]=1, predict the reactants needed to synthesize it. (2) Given the product [Br:1][CH2:2][C:3]([NH:5][C:6]1[C:7]([S:15]([CH3:16])=[O:25])=[N:8][C:9]([CH3:14])=[CH:10][C:11]=1[S:12][CH3:13])=[O:4], predict the reactants needed to synthesize it. The reactants are: [Br:1][CH2:2][C:3]([NH:5][C:6]1[C:7]([S:15][CH3:16])=[N:8][C:9]([CH3:14])=[CH:10][C:11]=1[S:12][CH3:13])=[O:4].ClC1C=CC=C(C(OO)=[O:25])C=1. (3) Given the product [OH:1][C@H:2]([CH:6]([CH3:8])[CH3:7])[C:3]([O:5][CH2:15][CH3:16])=[O:4], predict the reactants needed to synthesize it. The reactants are: [OH:1][C@H:2]([CH:6]([CH3:8])[CH3:7])[C:3]([OH:5])=[O:4].C([O-])([O-])=O.[K+].[K+].[CH2:15](I)[CH3:16]. (4) Given the product [Cl:8][C:9]1[CH:10]=[CH:11][C:12]([C:15]2[CH:16]=[CH:17][C:18]([CH2:21][CH2:22][C@@H:23]3[C@@H:24]([CH2:33][CH2:34][N:35]4[C:36](=[O:45])[C:37]5[C:42](=[CH:41][CH:40]=[CH:39][CH:38]=5)[C:43]4=[O:44])[C@@H:25]([OH:29])[C@@H:26]([OH:27])[O:32]3)=[CH:19][CH:20]=2)=[CH:13][CH:14]=1, predict the reactants needed to synthesize it. The reactants are: FC(F)(F)C(O)=O.[Cl:8][C:9]1[CH:14]=[CH:13][C:12]([C:15]2[CH:20]=[CH:19][C:18]([CH2:21][CH2:22][C@H:23]3[O:32][C@@H:26]4[O:27]C(C)(C)[O:29][C@@H:25]4[C@@H:24]3[CH2:33][CH2:34][N:35]3[C:43](=[O:44])[C:42]4[C:37](=[CH:38][CH:39]=[CH:40][CH:41]=4)[C:36]3=[O:45])=[CH:17][CH:16]=2)=[CH:11][CH:10]=1. (5) The reactants are: [CH3:1][O:2][C:3](=[O:9])[C@@H:4]1[CH2:8][CH2:7][CH2:6][NH:5]1.Cl.CCN(CC)CC.[Cl:18][CH2:19][C:20](Cl)=[O:21]. Given the product [CH3:1][O:2][C:3](=[O:9])[C@@H:4]1[CH2:8][CH2:7][CH2:6][N:5]1[C:20](=[O:21])[CH2:19][Cl:18], predict the reactants needed to synthesize it. (6) Given the product [Cl:12][C:4]1[N:3]=[C:2]([O:13][C@@H:14]([C@H:16]2[CH2:20][N:19]([C@H:21]([C:23]3[CH:24]=[CH:25][C:26]([O:29][CH3:30])=[CH:27][CH:28]=3)[CH3:22])[C:18](=[O:31])[CH2:17]2)[CH3:15])[C:7]2=[CH:8][N:9]([CH3:11])[N:10]=[C:6]2[CH:5]=1, predict the reactants needed to synthesize it. The reactants are: Cl[C:2]1[C:7]2=[CH:8][N:9]([CH3:11])[N:10]=[C:6]2[CH:5]=[C:4]([Cl:12])[N:3]=1.[OH:13][C@@H:14]([C@H:16]1[CH2:20][N:19]([C@H:21]([C:23]2[CH:28]=[CH:27][C:26]([O:29][CH3:30])=[CH:25][CH:24]=2)[CH3:22])[C:18](=[O:31])[CH2:17]1)[CH3:15].[H-].[Na+]. (7) Given the product [O:18]=[C:17]([N:19]1[CH2:23][CH2:22][CH2:21][CH2:20]1)[C@@H:16]([NH:15][CH2:26][C:28]1[CH:33]=[CH:32][N:31]=[C:30]2[N:34]([C:41]([O:43][C:44]([CH3:47])([CH3:46])[CH3:45])=[O:42])[CH:35]=[C:36]([C:37]([O:39][CH3:40])=[O:38])[C:29]=12)[CH2:24][CH3:25], predict the reactants needed to synthesize it. The reactants are: C(O[BH-](OC(=O)C)OC(=O)C)(=O)C.[Na+].[NH2:15][C@@H:16]([CH2:24][CH3:25])[C:17]([N:19]1[CH2:23][CH2:22][CH2:21][CH2:20]1)=[O:18].[CH:26]([C:28]1[CH:33]=[CH:32][N:31]=[C:30]2[N:34]([C:41]([O:43][C:44]([CH3:47])([CH3:46])[CH3:45])=[O:42])[CH:35]=[C:36]([C:37]([O:39][CH3:40])=[O:38])[C:29]=12)=O. (8) Given the product [ClH:1].[NH2:19][C@H:15]([CH:16]([CH3:18])[CH3:17])[C:14]([N:11]1[CH2:12][CH2:13][N:8]([C:5]2[CH:6]=[CH:7][C:2]([Cl:1])=[CH:3][CH:4]=2)[C:9]([CH3:28])([CH3:29])[CH2:10]1)=[O:27], predict the reactants needed to synthesize it. The reactants are: [Cl:1][C:2]1[CH:7]=[CH:6][C:5]([N:8]2[CH2:13][CH2:12][N:11]([C:14](=[O:27])[C@H:15]([NH:19]C(=O)OC(C)(C)C)[CH:16]([CH3:18])[CH3:17])[CH2:10][C:9]2([CH3:29])[CH3:28])=[CH:4][CH:3]=1. (9) The reactants are: [CH3:1][O:2][C:3]1[CH:8]=[CH:7][C:6]([NH:9][C:10]([C:12]2[CH:17]=[CH:16][C:15](C3C=CC=CC=3)=[CH:14][CH:13]=2)=[O:11])=[CH:5][C:4]=1[NH:24][C:25](=[O:35])[CH2:26][N:27]1[CH2:33][CH:32]2[O:34][CH:29]([CH2:30][CH2:31]2)[CH2:28]1.ClCC(N[C:41]1[CH:42]=[C:43](NC([C:41]2[CH:46]=[CH:45][C:44]([C:41]3[CH:46]=[CH:45][CH:44]=[CH:43][CH:42]=3)=[CH:43][CH:42]=2)=O)[CH:44]=[CH:45][C:46]=1OC)=O.COC1CCCNC1.C(N(CC)CC)C. Given the product [CH3:1][O:2][C:3]1[CH:8]=[CH:7][C:6]([NH:9][C:10]([C:12]2[CH:17]=[CH:16][C:15]([C:41]3[CH:42]=[CH:43][CH:44]=[CH:45][CH:46]=3)=[CH:14][CH:13]=2)=[O:11])=[CH:5][C:4]=1[NH:24][C:25](=[O:35])[CH2:26][N:27]1[CH2:33][CH2:31][CH2:30][CH:29]([O:34][CH3:32])[CH2:28]1, predict the reactants needed to synthesize it.